From a dataset of Catalyst prediction with 721,799 reactions and 888 catalyst types from USPTO. Predict which catalyst facilitates the given reaction. (1) Reactant: [NH2:1][CH:2]1[CH2:7][CH2:6][N:5]([C:8]([O:10][C:11]([CH3:14])([CH3:13])[CH3:12])=[O:9])[CH2:4][CH2:3]1.[Cl:15][CH2:16][CH2:17][CH2:18]N=C=O. Product: [C:11]([O:10][C:8]([N:5]1[CH2:4][CH2:3][CH:2]([NH:1][CH2:18][CH2:17][CH2:16][Cl:15])[CH2:7][CH2:6]1)=[O:9])([CH3:14])([CH3:13])[CH3:12]. The catalyst class is: 7. (2) Reactant: Br[CH2:2][CH2:3][CH2:4][CH2:5][CH2:6][CH2:7][CH2:8][CH2:9][CH2:10][C:11]([OH:13])=[O:12].[N-:14]=[N+:15]=[N-:16].[Na+]. Product: [N:14]([CH2:2][CH2:3][CH2:4][CH2:5][CH2:6][CH2:7][CH2:8][CH2:9][CH2:10][C:11]([OH:13])=[O:12])=[N+:15]=[N-:16]. The catalyst class is: 21. (3) Reactant: [OH:1][C:2]1[CH:7]=[CH:6][CH:5]=[CH:4][C:3]=1[C:8]1[N:17]=[CH:16][C:15]2[CH2:14][CH2:13][C@H:12]3[C@H:18]([CH3:25])[C:19](=[O:24])[CH:20]([C:22]#[N:23])[CH2:21][C@:11]3([C:26]3[CH:31]=[CH:30][CH:29]=[CH:28][CH:27]=3)[C:10]=2[N:9]=1.[Br:32]N1C(C)(C)C(=O)N(Br)C1=O.N1C=CC=CC=1. Product: [Br:32][C:5]1[CH:6]=[CH:7][C:2]([OH:1])=[C:3]([C:8]2[N:17]=[CH:16][C:15]3[CH2:14][CH2:13][C@H:12]4[C@H:18]([CH3:25])[C:19](=[O:24])[C:20]([C:22]#[N:23])=[CH:21][C@:11]4([C:26]4[CH:27]=[CH:28][CH:29]=[CH:30][CH:31]=4)[C:10]=3[N:9]=2)[CH:4]=1. The catalyst class is: 287. (4) Reactant: [Li][CH2:2]CCC.[Br:6][C:7]1[CH:12]=[CH:11][C:10]([C:13]2[C:14]([CH:22]=O)=[CH:15][C:16]([N:19]([CH3:21])[CH3:20])=[CH:17][CH:18]=2)=[CH:9][CH:8]=1. Product: [Br:6][C:7]1[CH:12]=[CH:11][C:10]([C:13]2[CH:18]=[CH:17][C:16]([N:19]([CH3:21])[CH3:20])=[CH:15][C:14]=2[CH:22]=[CH2:2])=[CH:9][CH:8]=1. The catalyst class is: 307. (5) Reactant: [Cl:1][C:2]1[C:10]([N+:11]([O-:13])=[O:12])=[C:9]([Cl:14])[C:8]([O:15][CH3:16])=[CH:7][C:3]=1[C:4](Cl)=[O:5].[CH2:17]([O:19][CH:20]([O:23][CH2:24][CH3:25])[CH2:21][NH2:22])[CH3:18]. Product: [Cl:1][C:2]1[C:10]([N+:11]([O-:13])=[O:12])=[C:9]([Cl:14])[C:8]([O:15][CH3:16])=[CH:7][C:3]=1[C:4]([NH:22][CH2:21][CH:20]([O:23][CH2:24][CH3:25])[O:19][CH2:17][CH3:18])=[O:5]. The catalyst class is: 4. (6) Reactant: [Si]([O:8][C@H:9]1[CH2:14][CH2:13][C@H:12]([CH2:15][CH:16]([N:29]2[CH:34]=[C:33]([O:35][CH3:36])[C:32]([C:37]3[CH:42]=[C:41]([Cl:43])[CH:40]=[CH:39][C:38]=3[C:44]#[N:45])=[CH:31][C:30]2=[O:46])[C:17]([NH:19][C:20]2[CH:21]=[CH:22][C:23]3[N:24]([CH:26]=[CH:27][N:28]=3)[CH:25]=2)=[O:18])[CH2:11][CH2:10]1)(C(C)(C)C)(C)C.Cl. Product: [Cl:43][C:41]1[CH:40]=[CH:39][C:38]([C:44]#[N:45])=[C:37]([C:32]2[C:33]([O:35][CH3:36])=[CH:34][N:29]([CH:16]([CH2:15][C@H:12]3[CH2:13][CH2:14][C@H:9]([OH:8])[CH2:10][CH2:11]3)[C:17]([NH:19][C:20]3[CH:21]=[CH:22][C:23]4[N:24]([CH:26]=[CH:27][N:28]=4)[CH:25]=3)=[O:18])[C:30](=[O:46])[CH:31]=2)[CH:42]=1. The catalyst class is: 9.